From a dataset of Full USPTO retrosynthesis dataset with 1.9M reactions from patents (1976-2016). Predict the reactants needed to synthesize the given product. (1) Given the product [NH2:23][C:21]1[S:22][C:13]([C:14]([O:16][CH2:17][CH3:18])=[O:15])=[C:12]([C:11]2[N:7]([CH3:6])[N:8]=[CH:9][N:10]=2)[N:20]=1, predict the reactants needed to synthesize it. The reactants are: S(Cl)(Cl)(=O)=O.[CH3:6][N:7]1[C:11]([C:12](=O)[CH2:13][C:14]([O:16][CH2:17][CH3:18])=[O:15])=[N:10][CH:9]=[N:8]1.[NH2:20][C:21]([NH2:23])=[S:22].C(O)C. (2) Given the product [C:17]([O:1][C@H:2]1[C:6]([CH3:8])([CH3:7])[CH2:5][O:4][C:3]1=[O:9])(=[O:20])[CH:18]=[CH2:19], predict the reactants needed to synthesize it. The reactants are: [OH:1][C@H:2]1[C:6]([CH3:8])([CH3:7])[CH2:5][O:4][C:3]1=[O:9].C(NC(C)C)(C)C.[C:17](Cl)(=[O:20])[CH:18]=[CH2:19].Cl. (3) Given the product [CH3:22][C:10]1[NH:11][C:12]2[C:17]([C:9]=1[CH2:8][C:7]([OH:23])=[O:6])=[CH:16][CH:15]=[C:14]([C:18]([F:20])([F:19])[F:21])[CH:13]=2, predict the reactants needed to synthesize it. The reactants are: [OH-].[Na+].CO.C[O:6][C:7](=[O:23])[CH2:8][C:9]1[C:17]2[C:12](=[CH:13][C:14]([C:18]([F:21])([F:20])[F:19])=[CH:15][CH:16]=2)[NH:11][C:10]=1[CH3:22]. (4) The reactants are: [CH:1]1[C:13]2[CH:12]([CH2:14][O:15][C:16]([NH:18][C@@H:19]([CH:23]([CH3:25])[CH3:24])[C:20]([OH:22])=[O:21])=[O:17])[C:11]3[C:6](=[CH:7][CH:8]=[CH:9][CH:10]=3)[C:5]=2[CH:4]=[CH:3][CH:2]=1.O[N:27]1[C:31](=[O:32])[CH2:30][CH2:29][C:28]1=[O:33].C1CCC(N=C=NC2CCCCC2)CC1. Given the product [CH:10]1[C:11]2[CH:12]([CH2:14][O:15][C:16]([NH:18][C@@H:19]([CH:23]([CH3:25])[CH3:24])[C:20]([O:22][N:27]3[C:31](=[O:32])[CH2:30][CH2:29][C:28]3=[O:33])=[O:21])=[O:17])[C:13]3[C:5](=[CH:4][CH:3]=[CH:2][CH:1]=3)[C:6]=2[CH:7]=[CH:8][CH:9]=1, predict the reactants needed to synthesize it. (5) Given the product [CH3:27][C:17]1[CH:22]=[CH:21][C:20]([S:23]([O:16][C:4]2[C:5]3[CH2:12][CH2:11][CH2:10][C:9]4[O:13][CH:14]=[CH:15][C:8]=4[C:6]=3[N:7]=[C:2]([NH2:1])[N:3]=2)(=[O:25])=[O:24])=[CH:19][CH:18]=1, predict the reactants needed to synthesize it. The reactants are: [NH2:1][C:2]1[N:3]=[C:4]([OH:16])[C:5]2[CH2:12][CH2:11][CH2:10][C:9]3[O:13][CH:14]=[CH:15][C:8]=3[C:6]=2[N:7]=1.[C:17]1([CH3:27])[CH:22]=[CH:21][C:20]([S:23](Cl)(=[O:25])=[O:24])=[CH:19][CH:18]=1. (6) Given the product [C:46]([O:45][C:43]([N:8]([C:6]([O:5][C:1]([CH3:4])([CH3:3])[CH3:2])=[O:7])[C:9]1[C:10]([C:22]2[O:26][C:25]([C:27]3[CH:32]=[CH:31][C:30]([CH2:33][N:34]([CH3:42])[C:35](=[O:41])[O:36][C:37]([CH3:38])([CH3:39])[CH3:40])=[CH:29][CH:28]=3)=[N:24][N:23]=2)=[N:11][C:12]([C:15]2[CH2:20][CH2:19][CH:18]([OH:21])[CH2:17][CH:16]=2)=[CH:13][N:14]=1)=[O:44])([CH3:47])([CH3:48])[CH3:49], predict the reactants needed to synthesize it. The reactants are: [C:1]([O:5][C:6]([N:8]([C:43]([O:45][C:46]([CH3:49])([CH3:48])[CH3:47])=[O:44])[C:9]1[C:10]([C:22]2[O:26][C:25]([C:27]3[CH:32]=[CH:31][C:30]([CH2:33][N:34]([CH3:42])[C:35](=[O:41])[O:36][C:37]([CH3:40])([CH3:39])[CH3:38])=[CH:29][CH:28]=3)=[N:24][N:23]=2)=[N:11][C:12]([C:15]2[CH2:20][CH2:19][C:18](=[O:21])[CH2:17][CH:16]=2)=[CH:13][N:14]=1)=[O:7])([CH3:4])([CH3:3])[CH3:2].[BH4-].[Na+].